Dataset: Catalyst prediction with 721,799 reactions and 888 catalyst types from USPTO. Task: Predict which catalyst facilitates the given reaction. (1) Reactant: [NH:1]1[CH2:6][CH2:5][NH:4][CH2:3][CH2:2]1.C([O-])([O-])=O.[K+].[K+].[F:13][C:14]1[CH:21]=[C:20](F)[CH:19]=[CH:18][C:15]=1[C:16]#[N:17]. Product: [F:13][C:14]1[CH:21]=[C:20]([N:1]2[CH2:6][CH2:5][NH:4][CH2:3][CH2:2]2)[CH:19]=[CH:18][C:15]=1[C:16]#[N:17]. The catalyst class is: 210. (2) Reactant: [C:1]([O:4][C@H:5]([C@H:13]1[O:18][CH2:17][CH2:16][N:15]([C:19]2[CH:20]=[C:21]3[C:25](=[CH:26][CH:27]=2)[CH2:24][N:23]([CH3:28])[C:22]3=[O:29])[C:14]1=[O:30])[C:6]([O:8]C(C)(C)C)=[O:7])(=[O:3])[CH3:2].C(O)(C(F)(F)F)=O. Product: [C:1]([O:4][C@H:5]([C@H:13]1[O:18][CH2:17][CH2:16][N:15]([C:19]2[CH:20]=[C:21]3[C:25](=[CH:26][CH:27]=2)[CH2:24][N:23]([CH3:28])[C:22]3=[O:29])[C:14]1=[O:30])[C:6]([OH:8])=[O:7])(=[O:3])[CH3:2]. The catalyst class is: 2. (3) Reactant: [CH:1]([O:4][CH2:5][CH2:6][NH2:7])([CH3:3])[CH3:2].C(N(CC)CC)C.[C:15](Cl)(=[O:19])[CH:16]([CH3:18])[CH3:17]. Product: [CH:1]([O:4][CH2:5][CH2:6][NH:7][C:15](=[O:19])[CH:16]([CH3:18])[CH3:17])([CH3:3])[CH3:2]. The catalyst class is: 4. (4) Reactant: [CH3:1][CH:2]1[CH2:7][CH2:6][N:5]([C:8]2[C:13]([CH2:14][NH2:15])=[CH:12][CH:11]=[C:10]([C:16]([F:19])([F:18])[F:17])[N:9]=2)[CH2:4][CH2:3]1.C(N(CC)CC)C.[OH:27][CH2:28][CH2:29][N:30]([CH3:47])[C:31]1[N:36]=[CH:35][C:34]([NH:37][C:38](=O)[O:39]C2C=CC=CC=2)=[CH:33][CH:32]=1. Product: [OH:27][CH2:28][CH2:29][N:30]([CH3:47])[C:31]1[N:36]=[CH:35][C:34]([NH:37][C:38]([NH:15][CH2:14][C:13]2[C:8]([N:5]3[CH2:4][CH2:3][CH:2]([CH3:1])[CH2:7][CH2:6]3)=[N:9][C:10]([C:16]([F:19])([F:17])[F:18])=[CH:11][CH:12]=2)=[O:39])=[CH:33][CH:32]=1. The catalyst class is: 10. (5) Reactant: [Cl:1][C:2]1[CH:3]=[C:4]([C:10]2[CH:11]=[C:12]3[C:17](=[CH:18][CH:19]=2)[N:16]=[CH:15][C:14]([C:20](=[O:22])[CH3:21])=[C:13]3[NH:23][C@H:24]2[CH2:29][CH2:28][C@H:27]([CH2:30][N:31]([CH3:33])[CH3:32])[CH2:26][CH2:25]2)[CH:5]=[C:6]([Cl:9])[C:7]=1[OH:8].Cl.O. Product: [ClH:1].[Cl:1][C:2]1[CH:3]=[C:4]([C:10]2[CH:11]=[C:12]3[C:17](=[CH:18][CH:19]=2)[N:16]=[CH:15][C:14]([C:20](=[O:22])[CH3:21])=[C:13]3[NH:23][C@H:24]2[CH2:29][CH2:28][C@H:27]([CH2:30][N:31]([CH3:32])[CH3:33])[CH2:26][CH2:25]2)[CH:5]=[C:6]([Cl:9])[C:7]=1[OH:8]. The catalyst class is: 5. (6) Reactant: C(OC([NH:11][CH:12]([CH2:23][O:24][C:25]([CH3:28])([CH3:27])[CH3:26])[C:13](=[O:22])[C:14]([CH3:21])([CH3:20])[C:15](OCC)=[O:16])=O)C1C=CC=CC=1. Product: [C:25]([O:24][CH2:23][CH:12]1[NH:11][C:15](=[O:16])[C:14]([CH3:21])([CH3:20])[C:13]1=[O:22])([CH3:28])([CH3:27])[CH3:26]. The catalyst class is: 129. (7) Reactant: [H-].[Na+].[C:3]1([NH:9][C:10]2[S:14][N:13]=[N:12][C:11]=2[C:15]([NH2:17])=[O:16])[CH:8]=[CH:7][CH:6]=[CH:5][CH:4]=1.[C:18](Cl)(=[O:20])[CH3:19]. Product: [C:18]([NH:17][C:15]([C:11]1[N:12]=[N:13][S:14][C:10]=1[NH:9][C:3]1[CH:4]=[CH:5][CH:6]=[CH:7][CH:8]=1)=[O:16])(=[O:20])[CH3:19]. The catalyst class is: 3. (8) Reactant: [CH3:1][C:2]([C:4]1[CH:9]=[C:8]([F:10])[C:7]([F:11])=[C:6]([F:12])[CH:5]=1)=[O:3].B(Cl)([C@@H]1[C@@H](C)[C@@H]2C(C)(C)[C@@H](C2)C1)[C@@H]1[C@@H](C)[C@@H]2C(C)(C)[C@@H](C2)C1. Product: [F:10][C:8]1[CH:9]=[C:4]([C@H:2]([OH:3])[CH3:1])[CH:5]=[C:6]([F:12])[C:7]=1[F:11]. The catalyst class is: 1. (9) Reactant: [K+].[Br-:2].[C:3]([O:7][C:8](N1CCN(C2N=C3C(N=C(C4C(=O)NC=CC=4NC[C@H](C4C=CC=C(Cl)C=4)O)N3)=C(C)N=2)CC1)=[O:9])([CH3:6])([CH3:5])[CH3:4].C(OC(N1CCN(C2N=C3C(N=C(C4[C:67](=[O:73])NC=CC=4Cl)N3)=C(C)N=2)CC1)=O)(C)(C)C.C(N(CC)CC)C.Cl.[NH2:83][CH2:84][C@H:85]([C:87]1[CH:92]=[CH:91][CH:90]=[C:89](Cl)[CH:88]=1)O. The catalyst class is: 10. Product: [C:3]([O:7][C:8](=[O:9])[NH:83][C@H:84]([CH2:67][OH:73])[CH2:85][C:87]1[CH:92]=[CH:91][CH:90]=[C:89]([Br:2])[CH:88]=1)([CH3:4])([CH3:5])[CH3:6].